From a dataset of Retrosynthesis with 50K atom-mapped reactions and 10 reaction types from USPTO. Predict the reactants needed to synthesize the given product. (1) Given the product Nc1ccc(NC(=O)c2ccc(F)cc2)cc1, predict the reactants needed to synthesize it. The reactants are: O=C(Nc1ccc([N+](=O)[O-])cc1)c1ccc(F)cc1. (2) Given the product Brc1ccc(Oc2cccc(C=C3CCNCC3)c2)nc1, predict the reactants needed to synthesize it. The reactants are: CC(C)(C)OC(=O)N1CCC(=Cc2cccc(Oc3ccc(Br)cn3)c2)CC1. (3) The reactants are: Brc1cncc(OCc2ccccc2)c1.N. Given the product Nc1cncc(OCc2ccccc2)c1, predict the reactants needed to synthesize it.